Dataset: Catalyst prediction with 721,799 reactions and 888 catalyst types from USPTO. Task: Predict which catalyst facilitates the given reaction. (1) Reactant: [Br:1][C:2]1[C:3](Cl)=[N:4][CH:5]=[CH:6][CH:7]=1.[NH2:9][C:10]1[CH:24]=[CH:23][C:13]([C:14]([C:16]2[CH:21]=[CH:20][CH:19]=[CH:18][C:17]=2[CH3:22])=[O:15])=[C:12]([Cl:25])[CH:11]=1.C(O[Na])(C)(C)C. Product: [Br:1][C:2]1[C:3]([NH:9][C:10]2[CH:24]=[CH:23][C:13]([C:14]([C:16]3[CH:21]=[CH:20][CH:19]=[CH:18][C:17]=3[CH3:22])=[O:15])=[C:12]([Cl:25])[CH:11]=2)=[N:4][CH:5]=[CH:6][CH:7]=1. The catalyst class is: 12. (2) Product: [NH2:9][C:10]1[CH:17]=[CH:16][CH:15]=[C:14]([O:6][CH:3]([CH2:2][NH2:1])[CH2:4][CH3:5])[C:11]=1[C:12]#[N:13]. Reactant: [NH2:1][CH2:2][CH:3]([OH:6])[CH2:4][CH3:5].[H-].[Na+].[NH2:9][C:10]1[CH:17]=[CH:16][CH:15]=[C:14](F)[C:11]=1[C:12]#[N:13]. The catalyst class is: 12.